Dataset: Reaction yield outcomes from USPTO patents with 853,638 reactions. Task: Predict the reaction yield, written as a fraction of the theoretical maximum amount of product (1.0 means a 100% yield; for example, 0.34 means a 34% yield). (1) The reactants are [OH:1][C:2]1[CH:14]=[CH:13][C:5]([CH:6]=[C:7]2[CH2:11][CH2:10][CH2:9][C:8]2=[O:12])=[CH:4][C:3]=1[O:15][CH3:16].[Cl-:17].[CH3:18][N+:19](=[CH2:21])[CH3:20]. The catalyst is C(#N)C. The product is [ClH:17].[OH:1][C:2]1[CH:14]=[CH:13][C:5]([CH:6]=[C:7]2[CH2:11][CH2:10][CH:9]([CH2:18][N:19]([CH3:21])[CH3:20])[C:8]2=[O:12])=[CH:4][C:3]=1[O:15][CH3:16]. The yield is 0.911. (2) The reactants are [C:1]([O:5][C:6]([N:8]1[CH2:12][CH2:11][C@@:10]([NH:14]C(OCC2C=CC=CC=2)=O)([CH3:13])[CH2:9]1)=[O:7])([CH3:4])([CH3:3])[CH3:2]. The catalyst is CO.[Pd]. The product is [C:1]([O:5][C:6]([N:8]1[CH2:12][CH2:11][C@@:10]([NH2:14])([CH3:13])[CH2:9]1)=[O:7])([CH3:4])([CH3:2])[CH3:3]. The yield is 0.670. (3) The reactants are [C:1]([O-:4])(O)=[O:2].[Na+].[NH2:6][CH2:7][CH2:8][CH2:9][OH:10].[C:11]1(COC(Cl)=O)[C:23]2[CH2:22][C:21]3[C:16](=[CH:17][CH:18]=[CH:19][CH:20]=3)[C:15]=2[CH:14]=[CH:13][CH:12]=1.O1CCOC[CH2:30]1. The catalyst is CCOC(C)=O.O. The product is [CH:11]1[C:23]2[CH:22]([O:4][C:1](=[O:2])[N:6]([CH3:30])[CH2:7][CH2:8][CH2:9][OH:10])[C:21]3[C:16](=[CH:17][CH:18]=[CH:19][CH:20]=3)[C:15]=2[CH:14]=[CH:13][CH:12]=1. The yield is 1.05. (4) The reactants are [Br:1][C:2]1[CH:13]=[CH:12][C:5]([C:6]([NH:8][CH2:9][CH:10]=[O:11])=O)=[C:4]([Cl:14])[CH:3]=1.C1(P(C2C=CC=CC=2)C2C=CC=CC=2)C=CC=CC=1.II.C(N(CC)CC)C. No catalyst specified. The product is [Br:1][C:2]1[CH:13]=[CH:12][C:5]([C:6]2[O:11][CH:10]=[CH:9][N:8]=2)=[C:4]([Cl:14])[CH:3]=1. The yield is 0.200. (5) The reactants are Cl.Cl.[CH3:3][N:4]1[CH2:13][C@@H:12]([C:14]2[CH:23]=[CH:22][C:21]3[C:16](=[CH:17][CH:18]=[CH:19][CH:20]=3)[CH:15]=2)[C:11]2[C:6](=[CH:7][C:8]([C:24]3[N:29]=[N:28][C:27]([NH2:30])=[CH:26][CH:25]=3)=[CH:9][CH:10]=2)[CH2:5]1. The catalyst is CO.O. The product is [CH3:3][N:4]1[CH2:13][C@@H:12]([C:14]2[CH:23]=[CH:22][C:21]3[C:16](=[CH:17][CH:18]=[CH:19][CH:20]=3)[CH:15]=2)[C:11]2[C:6](=[CH:7][C:8]([C:24]3[N:29]=[N:28][C:27]([NH2:30])=[CH:26][CH:25]=3)=[CH:9][CH:10]=2)[CH2:5]1. The yield is 0.960. (6) The reactants are [O:1]1[CH2:6][CH2:5][C:4](=[O:7])[CH2:3][CH2:2]1.[C:8]([Mg]Cl)#[CH:9].[NH4+].[Cl-]. The catalyst is C1COCC1. The product is [C:8]([C:4]1([OH:7])[CH2:5][CH2:6][O:1][CH2:2][CH2:3]1)#[CH:9]. The yield is 0.780. (7) The reactants are [H-].[Na+].[CH3:3][C@H:4]([OH:13])[CH2:5][CH2:6][CH2:7][CH2:8][CH2:9][CH2:10][CH:11]=[CH2:12].[CH2:14](Br)[C:15]1[CH:20]=[CH:19][CH:18]=[CH:17][CH:16]=1.[Cl-].[NH4+]. The catalyst is [I-].C([N+](CCCC)(CCCC)CCCC)CCC.CCCCCC.C(OCC)(=O)C.O1CCCC1. The product is [CH2:14]([O:13][C@H:4]([CH2:5][CH2:6][CH2:7][CH2:8][CH2:9][CH2:10][CH:11]=[CH2:12])[CH3:3])[C:15]1[CH:20]=[CH:19][CH:18]=[CH:17][CH:16]=1. The yield is 1.00. (8) The reactants are [F:1][CH:2]([F:38])[C:3]1[N:7]([C:8]2[N:13]=[C:12]([N:14]3[CH2:19][CH2:18][O:17][CH2:16][CH2:15]3)[N:11]=[C:10]([N:20]3[CH2:25][CH2:24][N:23]([C:26]([O:28][C:29]([CH3:32])([CH3:31])[CH3:30])=[O:27])[CH2:22][CH2:21]3)[N:9]=2)[C:6]2[CH:33]=[CH:34][CH:35]=[C:36]([OH:37])[C:5]=2[N:4]=1.Br[CH2:40][CH2:41][CH2:42][OH:43].C([O-])([O-])=O.[K+].[K+]. The catalyst is CN(C=O)C. The product is [F:38][CH:2]([F:1])[C:3]1[N:7]([C:8]2[N:13]=[C:12]([N:14]3[CH2:15][CH2:16][O:17][CH2:18][CH2:19]3)[N:11]=[C:10]([N:20]3[CH2:25][CH2:24][N:23]([C:26]([O:28][C:29]([CH3:32])([CH3:30])[CH3:31])=[O:27])[CH2:22][CH2:21]3)[N:9]=2)[C:6]2[CH:33]=[CH:34][CH:35]=[C:36]([O:37][CH2:40][CH2:41][CH2:42][OH:43])[C:5]=2[N:4]=1. The yield is 0.990. (9) The reactants are [C:1]([O:5][C:6]([N:8]([CH3:14])[CH2:9][CH2:10][C:11]([OH:13])=O)=[O:7])([CH3:4])([CH3:3])[CH3:2].C(N(C(C)C)CC)(C)C.[NH2:24][C:25]1[CH:30]=[CH:29][C:28]([NH:31][C:32]2[O:36][C:35]([C:37]3[C:42]([F:43])=[CH:41][CH:40]=[CH:39][C:38]=3[F:44])=[N:34][C:33]=2[C:45]#[N:46])=[CH:27][CH:26]=1.F[P-](F)(F)(F)(F)F.N1(OC(N(C)C)=[N+](C)C)C2N=CC=CC=2N=N1. The catalyst is CN(C=O)C. The product is [C:45]([C:33]1[N:34]=[C:35]([C:37]2[C:38]([F:44])=[CH:39][CH:40]=[CH:41][C:42]=2[F:43])[O:36][C:32]=1[NH:31][C:28]1[CH:27]=[CH:26][C:25]([NH:24][C:11](=[O:13])[CH2:10][CH2:9][N:8]([CH3:14])[C:6](=[O:7])[O:5][C:1]([CH3:2])([CH3:3])[CH3:4])=[CH:30][CH:29]=1)#[N:46]. The yield is 0.440. (10) The reactants are Cl[C:2]1[CH:7]=[CH:6][C:5]([C:8]2[N:12]=[C:11]([C:13]3[CH:18]=[CH:17][C:16]([CH2:19][CH:20]([CH3:22])[CH3:21])=[CH:15][CH:14]=3)[O:10][N:9]=2)=[CH:4][N:3]=1.[CH3:23][N:24](C=O)C. The catalyst is [Zn].[Pd].C1(P(C2C=CC=CC=2)C2C=CC=CC=2)C=CC=CC=1.C1(P(C2C=CC=CC=2)C2C=CC=CC=2)C=CC=CC=1.C1(P(C2C=CC=CC=2)C2C=CC=CC=2)C=CC=CC=1.C1(P(C2C=CC=CC=2)C2C=CC=CC=2)C=CC=CC=1. The yield is 0.590. The product is [CH2:19]([C:16]1[CH:17]=[CH:18][C:13]([C:11]2[O:10][N:9]=[C:8]([C:5]3[CH:6]=[CH:7][C:2]([C:23]#[N:24])=[N:3][CH:4]=3)[N:12]=2)=[CH:14][CH:15]=1)[CH:20]([CH3:22])[CH3:21].